This data is from Experimentally validated miRNA-target interactions with 360,000+ pairs, plus equal number of negative samples. The task is: Binary Classification. Given a miRNA mature sequence and a target amino acid sequence, predict their likelihood of interaction. (1) The miRNA is hsa-miR-432-5p with sequence UCUUGGAGUAGGUCAUUGGGUGG. The protein sequence of the target gene is MVVVTGREPDSRRQDGAMSSSDAEDDFLEPATPTATQAGHALPLLPQEFPEVVPLNIGGAHFTTRLSTLRCYEDTMLAAMFSGRHYIPTDSEGRYFIDRDGTHFGDVLNFLRSGDLPPRERVRAVYKEAQYYAIGPLLEQLENMQPLKGEKVRQAFLGLMPYYKDHLERIVEIARLRAVQRKARFAKLKVCVFKEEMPITPYECPLLNSLRFERSESDGQLFEHHCEVDVSFGPWEAVADVYDLLHCLVTDLSAQGLTVDHQCIGVCDKHLVNHYYCKRPIYEFKITWW. Result: 0 (no interaction). (2) The miRNA is hsa-miR-6755-5p with sequence UAGGGUAGACACUGACAACGUU. The protein sequence of the target gene is MRFREQFLGGSAAMPGATLQRACRLLVAVCALHLGVTLVYYLSGRDLSRLPQLVGVSSTLQGGTNGAAASKQPPGEQRPRGARPPPPLGVSPKPRPGLDSSPGAASGPGLKSNLSSLPVPTTTGLLSLPACPEESPLLVGPMLIDFNIAVDLELLAKKNPEIKTGGRYSPKDCVSPHKVAIIIPFRNRQEHLKYWLYYLHPILQRQQLDYGIYVINQAGDTMFNRAKLLNIGFQEALKDYDYNCFVFSDVDLIPMDDRNAYRCFSQPRHISVAMDKFGFSLPYVQYFGGVSALSKQQFLA.... Result: 0 (no interaction). (3) The miRNA is hsa-miR-20a-3p with sequence ACUGCAUUAUGAGCACUUAAAG. The protein sequence of the target gene is MAVRELCFPRQRQVLFLFLFWGVSLAGSGFGRYSVTEETEKGSFVVNLAKDLGLAEGELAARGTRVVSDDNKQYLLLDSHTGNLLTNEKLDREKLCGPKEPCMLYFQILMDDPFQIYRAELRVRDINDHAPVFQDKETVLKISENTAEGTAFRLERAQDPDGGLNGIQNYTISPNSFFHINISGGDEGMIYPELVLDKALDREEQGELSLTLTALDGGSPSRSGTSTVRIVVLDVNDNAPQFAQALYETQAPENSPIGFLIVKVWAEDVDSGVNAEVSYSFFDASENIRTTFQINPFSGE.... Result: 0 (no interaction).